Dataset: Forward reaction prediction with 1.9M reactions from USPTO patents (1976-2016). Task: Predict the product of the given reaction. (1) Given the reactants [C:1]([NH:4][C:5]1[N:27]=[C:8]2[C:9]([C:17]3[CH:22]=[CH:21][CH:20]=[C:19]([C:23]([F:26])([F:25])[F:24])[CH:18]=3)=[C:10]([CH3:16])[C:11]([C:13]([NH2:15])=[O:14])=[CH:12][N:7]2[N:6]=1)(=[O:3])[CH3:2].CO[CH:30](OC)[N:31]([CH3:33])[CH3:32], predict the reaction product. The product is: [CH3:30][N:31]([CH3:33])/[CH:32]=[N:15]/[C:13]([C:11]1[C:10]([CH3:16])=[C:9]([C:17]2[CH:22]=[CH:21][CH:20]=[C:19]([C:23]([F:26])([F:25])[F:24])[CH:18]=2)[C:8]2[N:7]([N:6]=[C:5]([NH:4][C:1](=[O:3])[CH3:2])[N:27]=2)[CH:12]=1)=[O:14]. (2) Given the reactants Cl[C:2]1[N:7]=[C:6]([NH:8][C@H:9]2[CH2:14][CH2:13][C@H:12]([OH:15])[CH2:11][CH2:10]2)[C:5]([N+:16]([O-:18])=[O:17])=[CH:4][N:3]=1.[N:19]1[C:23]2[CH:24]=[CH:25][CH:26]=[CH:27][C:22]=2[NH:21][CH:20]=1.C(=O)([O-])[O-].[K+].[K+], predict the reaction product. The product is: [N:19]1([C:2]2[N:7]=[C:6]([NH:8][C@H:9]3[CH2:14][CH2:13][C@H:12]([OH:15])[CH2:11][CH2:10]3)[C:5]([N+:16]([O-:18])=[O:17])=[CH:4][N:3]=2)[C:23]2[CH:24]=[CH:25][CH:26]=[CH:27][C:22]=2[N:21]=[CH:20]1. (3) Given the reactants [F:1][C:2]1[CH:3]=[CH:4][C:5]2[N:6]([C:8]([C:11]3[N:16]=[C:15]([O:17]C)[C:14]([F:19])=[CH:13][N:12]=3)=[CH:9][N:10]=2)[CH:7]=1.[OH-].[K+], predict the reaction product. The product is: [F:19][C:14]1[C:15]([OH:17])=[N:16][C:11]([C:8]2[N:6]3[CH:7]=[C:2]([F:1])[CH:3]=[CH:4][C:5]3=[N:10][CH:9]=2)=[N:12][CH:13]=1. (4) Given the reactants [CH2:1]([C:3]1[CH:8]=[CH:7][C:6]([C@H:9]2[CH2:14][C@@H:13]([CH:15]([CH3:17])[CH3:16])[N:12]3[N:18]=[CH:19][C:20]([C:21](O)=[O:22])=[C:11]3[NH:10]2)=[CH:5][CH:4]=1)[CH3:2].CN(C(ON1N=NC2C=CC=NC1=2)=[N+](C)C)C.F[P-](F)(F)(F)(F)F.C(N(CC)C(C)C)(C)C.[CH3:57][C:58]1[CH:65]=[CH:64][C:61]([CH2:62][NH2:63])=[CH:60][CH:59]=1, predict the reaction product. The product is: [CH2:1]([C:3]1[CH:8]=[CH:7][C:6]([C@H:9]2[CH2:14][C@@H:13]([CH:15]([CH3:17])[CH3:16])[N:12]3[N:18]=[CH:19][C:20]([C:21]([NH:63][CH2:62][C:61]4[CH:64]=[CH:65][C:58]([CH3:57])=[CH:59][CH:60]=4)=[O:22])=[C:11]3[NH:10]2)=[CH:5][CH:4]=1)[CH3:2]. (5) Given the reactants CC1C=CC(S(O[CH2:12][C@@H:13]2[O:22][C:21]3[C:16](=[CH:17][CH:18]=[C:19]4[NH:25][C:24]([C:26]([F:29])([F:28])[F:27])=[N:23][C:20]4=3)[O:15][CH2:14]2)(=O)=O)=CC=1.[F:30][C:31]1[CH:32]=[C:33]2[C:37](=[CH:38][CH:39]=1)[NH:36][CH:35]=[C:34]2[C:40]1[CH2:41][CH2:42][NH:43][CH2:44][CH:45]=1, predict the reaction product. The product is: [F:30][C:31]1[CH:32]=[C:33]2[C:37](=[CH:38][CH:39]=1)[NH:36][CH:35]=[C:34]2[C:40]1[CH2:41][CH2:42][N:43]([CH2:12][CH:13]2[O:22][C:21]3[C:16](=[CH:17][CH:18]=[C:19]4[NH:25][C:24]([C:26]([F:29])([F:28])[F:27])=[N:23][C:20]4=3)[O:15][CH2:14]2)[CH2:44][CH:45]=1. (6) Given the reactants Br[C:2]1[CH:36]=[CH:35][C:5]2[C:6]3[N:7]=[C:8]([C:14]4[N:15]([CH:19]5[CH2:24][CH2:23][N:22]([CH2:25][CH2:26][O:27][Si:28]([C:31]([CH3:34])([CH3:33])[CH3:32])([CH3:30])[CH3:29])[CH2:21][CH2:20]5)[N:16]=[CH:17][N:18]=4)[S:9][C:10]=3[CH2:11][CH2:12][O:13][C:4]=2[CH:3]=1.[CH3:37][C:38]([OH:55])([CH3:54])[CH2:39][N:40]1[CH:44]=[C:43](B2OC(C)(C)C(C)(C)O2)[CH:42]=[N:41]1, predict the reaction product. The product is: [C:31]([Si:28]([CH3:29])([CH3:30])[O:27][CH2:26][CH2:25][N:22]1[CH2:21][CH2:20][CH:19]([N:15]2[C:14]([C:8]3[S:9][C:10]4[CH2:11][CH2:12][O:13][C:4]5[CH:3]=[C:2]([C:43]6[CH:42]=[N:41][N:40]([CH2:39][C:38]([CH3:54])([OH:55])[CH3:37])[CH:44]=6)[CH:36]=[CH:35][C:5]=5[C:6]=4[N:7]=3)=[N:18][CH:17]=[N:16]2)[CH2:24][CH2:23]1)([CH3:34])([CH3:32])[CH3:33]. (7) Given the reactants CS(O[CH2:6][CH2:7][CH2:8][O:9][C:10]1[C:15]([CH3:16])=[CH:14][C:13]([C:17]2[N:21]=[C:20]([C:22]3[CH:27]=[C:26]([O:28][CH3:29])[N:25]=[C:24]([CH:30]4[CH2:34][CH2:33][CH2:32][CH2:31]4)[CH:23]=3)[O:19][N:18]=2)=[CH:12][C:11]=1[CH2:35][CH3:36])(=O)=O.[NH3:37], predict the reaction product. The product is: [CH:30]1([C:24]2[CH:23]=[C:22]([C:20]3[O:19][N:18]=[C:17]([C:13]4[CH:14]=[C:15]([CH3:16])[C:10]([O:9][CH2:8][CH2:7][CH2:6][NH2:37])=[C:11]([CH2:35][CH3:36])[CH:12]=4)[N:21]=3)[CH:27]=[C:26]([O:28][CH3:29])[N:25]=2)[CH2:34][CH2:33][CH2:32][CH2:31]1. (8) The product is: [C:1]([O-:20])(=[O:19])[CH2:2][CH2:3][CH2:4][CH2:5][CH2:6][CH2:7][CH2:8][CH2:9][CH2:10][CH2:11][CH2:12][CH2:13][CH2:14][CH2:15][CH2:16][CH2:17][CH3:18].[Zn+2:40].[C:1]([O-:20])(=[O:19])[CH2:2][CH2:3][CH2:4][CH2:5][CH2:6][CH2:7][CH2:8][CH2:9][CH2:10][CH2:11][CH2:12][CH2:13][CH2:14][CH2:15][CH2:16][CH2:17][CH3:18].[C:21]([OH:38])(=[O:37])[CH2:22][CH2:23][CH2:24][CH2:25][CH2:26][CH2:27][CH2:28][CH2:29][CH2:30][CH2:31][CH2:32][CH2:33][CH2:34][CH2:35][CH3:36]. Given the reactants [C:1]([OH:20])(=[O:19])[CH2:2][CH2:3][CH2:4][CH2:5][CH2:6][CH2:7][CH2:8][CH2:9][CH2:10][CH2:11][CH2:12][CH2:13][CH2:14][CH2:15][CH2:16][CH2:17][CH3:18].[C:21]([OH:38])(=[O:37])[CH2:22][CH2:23][CH2:24][CH2:25][CH2:26][CH2:27][CH2:28][CH2:29][CH2:30][CH2:31][CH2:32][CH2:33][CH2:34][CH2:35][CH3:36].[OH-].[Zn+2:40].[OH-], predict the reaction product. (9) Given the reactants C([Si]([O:8][CH2:9][C:10]1[CH:14]=[C:13]([CH2:15]B2OCC(C)(C)CO2)[O:12][C:11]=1[CH3:24])(C)C)(C)(C)C.ClC1[CH:31]=[CH:30][C:29]([C:32]([F:35])([F:34])[F:33])=[CH:28][N:27]=1.C(=O)([O-])[O-].[Na+].[Na+].COCCOC, predict the reaction product. The product is: [CH3:24][C:11]1[O:12][C:13]([C:15]2[CH:31]=[CH:30][C:29]([C:32]([F:35])([F:34])[F:33])=[CH:28][N:27]=2)=[CH:14][C:10]=1[CH2:9][OH:8].